From a dataset of Forward reaction prediction with 1.9M reactions from USPTO patents (1976-2016). Predict the product of the given reaction. (1) Given the reactants [F:1][C:2]1[C:3]([C:34]([F:37])([F:36])[F:35])=[C:4]([CH:9]2[CH2:14][CH2:13][N:12]([C:15]([C:17]3[C:25]4[CH2:24][CH2:23][N:22]([CH2:26][C:27]([O:29]C(C)(C)C)=[O:28])[CH2:21][C:20]=4[NH:19][N:18]=3)=[O:16])[CH2:11][CH2:10]2)[CH:5]=[CH:6][C:7]=1[F:8].C(O)(C(F)(F)F)=O, predict the reaction product. The product is: [F:1][C:2]1[C:3]([C:34]([F:35])([F:36])[F:37])=[C:4]([CH:9]2[CH2:14][CH2:13][N:12]([C:15]([C:17]3[C:25]4[CH2:24][CH2:23][N:22]([CH2:26][C:27]([OH:29])=[O:28])[CH2:21][C:20]=4[NH:19][N:18]=3)=[O:16])[CH2:11][CH2:10]2)[CH:5]=[CH:6][C:7]=1[F:8]. (2) The product is: [F:57][C:58]([F:63])([F:62])[C:59]([OH:61])=[O:60].[CH2:33]([N:20]1[C:19]2[C:14]([N:11]3[CH2:10][CH2:9][NH:8][CH2:13][CH2:12]3)=[N:15][CH:16]=[C:17]([O:40][C:41]3[CH:46]=[CH:45][CH:44]=[CH:43][C:42]=3[C:47]([NH2:48])=[O:49])[C:18]=2[N:22]([CH2:23][C:24]2[CH:29]=[CH:28][CH:27]=[CH:26][C:25]=2[C:30]#[N:31])[C:21]1=[O:32])[C:34]1[CH:39]=[CH:38][CH:37]=[CH:36][CH:35]=1. Given the reactants C(OC([N:8]1[CH2:13][CH2:12][N:11]([C:14]2[C:19]3[N:20]([CH2:33][C:34]4[CH:39]=[CH:38][CH:37]=[CH:36][CH:35]=4)[C:21](=[O:32])[N:22]([CH2:23][C:24]4[CH:29]=[CH:28][CH:27]=[CH:26][C:25]=4[C:30]#[N:31])[C:18]=3[C:17]([O:40][C:41]3[CH:46]=[CH:45][CH:44]=[CH:43][C:42]=3[C:47](=[O:49])[NH2:48])=[CH:16][N:15]=2)[CH2:10][CH2:9]1)=O)(C)(C)C.C1(C)C=CC=CC=1.[F:57][C:58]([F:63])([F:62])[C:59]([OH:61])=[O:60], predict the reaction product. (3) Given the reactants [CH2:1]([N:3]1[C:12]2[C:7](=[CH:8][C:9]([O:24][CH2:25][C:26]3[CH:31]=[CH:30][C:29]([O:32][CH3:33])=[CH:28][CH:27]=3)=[C:10]([O:14][CH2:15][C:16]3[CH:21]=[CH:20][C:19]([O:22][CH3:23])=[CH:18][CH:17]=3)[C:11]=2[F:13])[C:6](=[O:34])[C:5]([CH2:35][OH:36])=[CH:4]1)[CH3:2], predict the reaction product. The product is: [CH2:1]([N:3]1[C:12]2[C:7](=[CH:8][C:9]([O:24][CH2:25][C:26]3[CH:27]=[CH:28][C:29]([O:32][CH3:33])=[CH:30][CH:31]=3)=[C:10]([O:14][CH2:15][C:16]3[CH:17]=[CH:18][C:19]([O:22][CH3:23])=[CH:20][CH:21]=3)[C:11]=2[F:13])[C:6](=[O:34])[C:5]([CH:35]=[O:36])=[CH:4]1)[CH3:2]. (4) Given the reactants [NH2:1][C:2]1[C:10]2[C:9]([C:11]3[CH:16]=[C:15]([O:17][CH3:18])[CH:14]=[C:13]([Cl:19])[CH:12]=3)=[N:8][C:7](S(C)=O)=[N:6][C:5]=2[S:4][C:3]=1[C:23]([NH2:25])=[O:24].CN([CH:29]=[O:30])C, predict the reaction product. The product is: [CH2:3]([C@H:2]([NH:1][C:7]1[N:8]=[C:9]([C:11]2[CH:16]=[C:15]([O:17][CH3:18])[CH:14]=[C:13]([Cl:19])[CH:12]=2)[C:10]2[C:2]([NH2:1])=[C:3]([C:23]([NH2:25])=[O:24])[S:4][C:5]=2[N:6]=1)[CH2:29][OH:30])[CH3:23].